Dataset: Forward reaction prediction with 1.9M reactions from USPTO patents (1976-2016). Task: Predict the product of the given reaction. (1) Given the reactants C([O:3][C:4]([C:6]1[CH:10]=[CH:9][N:8]([C:11]2[CH:16]=[CH:15][CH:14]=[C:13]([NH:17][C:18]3[CH:23]=[CH:22][C:21]([Cl:24])=[CH:20][CH:19]=3)[N:12]=2)[N:7]=1)=[O:5])C, predict the reaction product. The product is: [Cl:24][C:21]1[CH:22]=[CH:23][C:18]([NH:17][C:13]2[N:12]=[C:11]([N:8]3[CH:9]=[CH:10][C:6]([C:4]([OH:5])=[O:3])=[N:7]3)[CH:16]=[CH:15][CH:14]=2)=[CH:19][CH:20]=1. (2) The product is: [C:43](/[N:42]=[C:41](\[O:40][C:37]1[CH:38]=[CH:39][CH:34]=[CH:35][CH:36]=1)/[N:7]1[CH2:8][CH2:9][C@H:10]([C:11]([N:13]2[CH2:17][CH2:16][C@H:15]([C:18]3[CH:23]=[CH:22][CH:21]=[CH:20][CH:19]=3)[CH2:14]2)=[O:12])[C@@H:5]([C:3]([O:2][CH3:1])=[O:4])[CH2:6]1)#[N:44]. Given the reactants [CH3:1][O:2][C:3]([C@@H:5]1[C@@H:10]([C:11]([N:13]2[CH2:17][CH2:16][C@H:15]([C:18]3[CH:23]=[CH:22][CH:21]=[CH:20][CH:19]=3)[CH2:14]2)=[O:12])[CH2:9][CH2:8][NH:7][CH2:6]1)=[O:4].C(#N)C.C(N(CC)CC)C.[CH:34]1[CH:39]=[CH:38][C:37]([O:40][C:41](OC2C=CC=CC=2)=[N:42][C:43]#[N:44])=[CH:36][CH:35]=1, predict the reaction product. (3) Given the reactants [C:1]1([CH:7]([C:18]2[CH:23]=[CH:22][CH:21]=[CH:20][CH:19]=2)[N:8]2[CH2:11][C@@H:10](OS(C)(=O)=O)[C@@H:9]2[CH3:17])[CH:6]=[CH:5][CH:4]=[CH:3][CH:2]=1.[NH3:24], predict the reaction product. The product is: [NH2:24][C@@H:10]1[CH2:11][N:8]([CH:7]([C:18]2[CH:23]=[CH:22][CH:21]=[CH:20][CH:19]=2)[C:1]2[CH:6]=[CH:5][CH:4]=[CH:3][CH:2]=2)[C@H:9]1[CH3:17]. (4) Given the reactants [NH:1]1[C:9]2[C:4](=[CH:5][CH:6]=[C:7]([C:10]([C:14]3[CH:19]=[CH:18][CH:17]=[CH:16][CH:15]=3)=[CH:11][C:12]#[N:13])[CH:8]=2)[CH:3]=[CH:2]1.[BH4-].[Na+], predict the reaction product. The product is: [NH:1]1[C:9]2[C:4](=[CH:5][CH:6]=[C:7]([CH:10]([C:14]3[CH:19]=[CH:18][CH:17]=[CH:16][CH:15]=3)[CH2:11][C:12]#[N:13])[CH:8]=2)[CH:3]=[CH:2]1. (5) The product is: [Cl:37][C:19]1[C:20]([C:22]2[C:27]([F:28])=[CH:26][CH:25]=[C:24]([NH:29][CH2:30][CH:31]3[CH2:36][CH2:35][O:34][CH2:33][CH2:32]3)[N:23]=2)=[CH:21][C:16]([NH:15][C@H:12]2[CH2:13][CH2:14][C@H:9]([NH:8][CH2:47][CH2:46][O:45][CH3:44])[CH2:10][CH2:11]2)=[N:17][CH:18]=1. Given the reactants FC(F)(F)C(O)=O.[NH2:8][C@H:9]1[CH2:14][CH2:13][C@H:12]([NH:15][C:16]2[CH:21]=[C:20]([C:22]3[C:27]([F:28])=[CH:26][CH:25]=[C:24]([NH:29][CH2:30][CH:31]4[CH2:36][CH2:35][O:34][CH2:33][CH2:32]4)[N:23]=3)[C:19]([Cl:37])=[CH:18][N:17]=2)[CH2:11][CH2:10]1.C(=O)([O-])[O-].[Na+].[Na+].[CH3:44][O:45][CH2:46][CH2:47]OS(C1C=CC(C)=CC=1)(=O)=O, predict the reaction product. (6) Given the reactants [CH3:1][C@@H:2]1[C@H:20]([OH:21])[C@@H:19]([CH3:22])[C:17](=[O:18])[C:16]([CH3:24])([CH3:23])[C@@H:15]([OH:25])[CH2:14][C:12](=[O:13])[O:11][C@H:10](/[C:26](/[CH3:35])=[CH:27]/[C:28]2[N:32]=[C:31]([CH2:33]O)[S:30][CH:29]=2)[CH2:9][C@@H:7]2[O:8][C@:6]2([CH3:36])[CH2:5][CH2:4][CH2:3]1.C1(P([N:51]=[N+]=[N-])(C2C=CC=CC=2)=O)C=CC=CC=1.N12CCCN=C1CCCCC2.[NH4+].[Br-].[NH4+].[OH-].CP(C)C, predict the reaction product. The product is: [CH3:1][C@@H:2]1[C@H:20]([OH:21])[C@@H:19]([CH3:22])[C:17](=[O:18])[C:16]([CH3:24])([CH3:23])[C@@H:15]([OH:25])[CH2:14][C:12](=[O:13])[O:11][C@H:10](/[C:26](/[CH3:35])=[CH:27]/[C:28]2[N:32]=[C:31]([CH2:33][NH2:51])[S:30][CH:29]=2)[CH2:9][C@@H:7]2[O:8][C@:6]2([CH3:36])[CH2:5][CH2:4][CH2:3]1. (7) Given the reactants [CH3:1][C:2]1[CH:11]=[CH:10][C:9]2[C:4](=[CH:5][CH:6]=[C:7]3[O:15][CH2:14][C@H:13]([CH2:16][NH:17][CH2:18][CH2:19][CH2:20][OH:21])[O:12][C:8]3=2)[N:3]=1.[C:22](O[C:22]([O:24][C:25]([CH3:28])([CH3:27])[CH3:26])=[O:23])([O:24][C:25]([CH3:28])([CH3:27])[CH3:26])=[O:23], predict the reaction product. The product is: [OH:21][CH2:20][CH2:19][CH2:18][N:17]([CH2:16][C@@H:13]1[O:12][C:8]2=[C:9]3[C:4](=[CH:5][CH:6]=[C:7]2[O:15][CH2:14]1)[N:3]=[C:2]([CH3:1])[CH:11]=[CH:10]3)[C:22](=[O:23])[O:24][C:25]([CH3:28])([CH3:27])[CH3:26]. (8) Given the reactants [Cl:1][C:2]1[CH:7]=[CH:6][C:5]([NH:8][CH2:9][C:10]([O:12]CC)=[O:11])=[C:4]([N:15]2[C:23]3[C:18](=[CH:19][C:20]([O:24][CH3:25])=[CH:21][CH:22]=3)[CH:17]=[CH:16]2)[CH:3]=1, predict the reaction product. The product is: [Cl:1][C:2]1[CH:7]=[CH:6][C:5]([NH:8][CH2:9][C:10]([OH:12])=[O:11])=[C:4]([N:15]2[C:23]3[C:18](=[CH:19][C:20]([O:24][CH3:25])=[CH:21][CH:22]=3)[CH:17]=[CH:16]2)[CH:3]=1.